From a dataset of Peptide-MHC class I binding affinity with 185,985 pairs from IEDB/IMGT. Regression. Given a peptide amino acid sequence and an MHC pseudo amino acid sequence, predict their binding affinity value. This is MHC class I binding data. (1) The peptide sequence is TEEVQWTEMAE. The MHC is Mamu-B08 with pseudo-sequence Mamu-B08. The binding affinity (normalized) is 0. (2) The peptide sequence is GAEHVDTSY. The MHC is HLA-A24:02 with pseudo-sequence HLA-A24:02. The binding affinity (normalized) is 0. (3) The peptide sequence is LFFPFGLFK. The MHC is HLA-B46:01 with pseudo-sequence HLA-B46:01. The binding affinity (normalized) is 0.0847. (4) The MHC is Mamu-B01 with pseudo-sequence Mamu-B01. The binding affinity (normalized) is 0. The peptide sequence is WIQYDKHCY. (5) The peptide sequence is TPGPGVRYPL. The MHC is HLA-B45:01 with pseudo-sequence HLA-B45:01. The binding affinity (normalized) is 0.0811. (6) The peptide sequence is SPKIDRGWV. The MHC is HLA-B39:01 with pseudo-sequence HLA-B39:01. The binding affinity (normalized) is 0.0847. (7) The peptide sequence is TPRDLGACI. The MHC is HLA-B08:01 with pseudo-sequence HLA-B08:01. The binding affinity (normalized) is 0.0847.